From a dataset of Reaction yield outcomes from USPTO patents with 853,638 reactions. Predict the reaction yield, written as a fraction of the theoretical maximum amount of product (1.0 means a 100% yield; for example, 0.34 means a 34% yield). (1) The yield is 0.440. The catalyst is ClCCl. The reactants are C(O)(C(F)(F)F)=O.C(OC([N:15](C(OC(C)(C)C)=O)[C:16]1[C:17]([C:36]2[O:40][N:39]=[C:38]([C:41]3[CH:46]=[CH:45][C:44]([CH2:47][N:48](C)[C:49](=O)OC(C)(C)C)=[CH:43][C:42]=3[F:57])[CH:37]=2)=[N:18][C:19]([C:22]2[CH:27]=[CH:26][C:25]([S:28]([CH:31]3[CH2:35][CH2:34][O:33][CH2:32]3)(=[O:30])=[O:29])=[CH:24][CH:23]=2)=[CH:20][N:21]=1)=O)(C)(C)C. The product is [F:57][C:42]1[CH:43]=[C:44]([CH2:47][NH:48][CH3:49])[CH:45]=[CH:46][C:41]=1[C:38]1[CH:37]=[C:36]([C:17]2[C:16]([NH2:15])=[N:21][CH:20]=[C:19]([C:22]3[CH:27]=[CH:26][C:25]([S:28]([CH:31]4[CH2:35][CH2:34][O:33][CH2:32]4)(=[O:29])=[O:30])=[CH:24][CH:23]=3)[N:18]=2)[O:40][N:39]=1. (2) The reactants are [C:1]([N:8]1[CH2:13][CH2:12][N:11]([CH2:14][C:15]2[CH:20]=[CH:19][N:18]=[C:17](Cl)[CH:16]=2)[CH2:10][CH2:9]1)([O:3][C:4]([CH3:7])([CH3:6])[CH3:5])=[O:2].[NH2:22][C:23]1[N:24]=[CH:25][C:26]2[C:31]([CH:32]=1)=[CH:30][CH:29]=[CH:28][CH:27]=2.CC1(C)C2C(=C(P(C3C=CC=CC=3)C3C=CC=CC=3)C=CC=2)OC2C(P(C3C=CC=CC=3)C3C=CC=CC=3)=CC=CC1=2.C([O-])([O-])=O.[Cs+].[Cs+]. The catalyst is C1(C)C=CC=CC=1.C1C=CC(/C=C/C(/C=C/C2C=CC=CC=2)=O)=CC=1.C1C=CC(/C=C/C(/C=C/C2C=CC=CC=2)=O)=CC=1.C1C=CC(/C=C/C(/C=C/C2C=CC=CC=2)=O)=CC=1.[Pd].[Pd].CCOC(C)=O. The product is [CH:25]1[C:26]2[C:31](=[CH:30][CH:29]=[CH:28][CH:27]=2)[CH:32]=[C:23]([NH:22][C:17]2[CH:16]=[C:15]([CH2:14][N:11]3[CH2:12][CH2:13][N:8]([C:1]([O:3][C:4]([CH3:7])([CH3:6])[CH3:5])=[O:2])[CH2:9][CH2:10]3)[CH:20]=[CH:19][N:18]=2)[N:24]=1. The yield is 0.610.